Dataset: Reaction yield outcomes from USPTO patents with 853,638 reactions. Task: Predict the reaction yield, written as a fraction of the theoretical maximum amount of product (1.0 means a 100% yield; for example, 0.34 means a 34% yield). (1) The reactants are Cl.[O:2]=[C:3]1[C:8]2[CH:9]=[C:10]([C:12]3[CH:17]=[CH:16][N:15]=[C:14](C4C=C5C(C=C(C(O)=O)N5)=CC=4)[CH:13]=3)[NH:11][C:7]=2[CH2:6][CH2:5][NH:4]1.CC1(C)C(C)(C)OB([C:38]2[CH:46]=[C:45]3[C:41]([CH:42]=[C:43]([C:47]([O:49]CC)=[O:48])N3)=[CH:40][CH:39]=2)O1.[Cl:53]C1C=C(C2NC3CCNC(=[O:69])C=3C=2)C=CN=1.C(=O)([O-])[O-].[Na+].[Na+].[Li+].[OH-].C(=O)([O-])[O-].[Cs+].[Cs+].[OH-].[Na+]. The catalyst is O.CO.CN(C)C=O. The product is [ClH:53].[O:2]=[C:3]1[C:8]2[CH:9]=[C:10]([C:12]3[CH:17]=[CH:16][N:15]=[C:14]([C:39]4[CH:38]=[CH:46][C:45]5[O:69][C:43]([C:47]([OH:49])=[O:48])=[CH:42][C:41]=5[CH:40]=4)[CH:13]=3)[NH:11][C:7]=2[CH2:6][CH2:5][NH:4]1. The yield is 0.800. (2) The yield is 0.590. The reactants are CO[C:3](=[O:24])[C:4]1[CH:9]=[CH:8][C:7]([O:10][CH2:11][C:12]2[C:13]([C:17]3[CH:22]=[CH:21][C:20]([F:23])=[CH:19][CH:18]=3)=[N:14][O:15][CH:16]=2)=[N:6][CH:5]=1.[CH3:25][C@H:26]([NH2:29])[CH2:27][OH:28]. The product is [F:23][C:20]1[CH:19]=[CH:18][C:17]([C:13]2[C:12]([CH2:11][O:10][C:7]3[CH:8]=[CH:9][C:4]([C:3]([NH:29][C@@H:26]([CH3:25])[CH2:27][OH:28])=[O:24])=[CH:5][N:6]=3)=[CH:16][O:15][N:14]=2)=[CH:22][CH:21]=1. No catalyst specified.